Task: Predict which catalyst facilitates the given reaction.. Dataset: Catalyst prediction with 721,799 reactions and 888 catalyst types from USPTO (1) Reactant: [C:1]([O:5][C:6]([N:8]1[CH2:12][C@@H:11]([CH2:13][C@H:14]([CH2:18][C:19]2[CH:24]=[CH:23][C:22]([O:25][CH3:26])=[C:21]([O:27][CH2:28][CH2:29][CH2:30][O:31][CH3:32])[CH:20]=2)[CH:15]([CH3:17])[CH3:16])[C@H:10]([CH2:33][NH:34][CH:35]2[CH2:37][CH2:36]2)[CH2:9]1)=[O:7])([CH3:4])([CH3:3])[CH3:2].[C:38]1([CH2:44][C:45](O)=[O:46])[CH:43]=[CH:42][CH:41]=[CH:40][CH:39]=1.O.ON1C2C=CC=CC=2N=N1.Cl.CN(C)CCCN=C=NCC.C(N(CC)CC)C. Product: [C:1]([O:5][C:6]([N:8]1[CH2:12][C@@H:11]([CH2:13][C@H:14]([CH2:18][C:19]2[CH:24]=[CH:23][C:22]([O:25][CH3:26])=[C:21]([O:27][CH2:28][CH2:29][CH2:30][O:31][CH3:32])[CH:20]=2)[CH:15]([CH3:16])[CH3:17])[C@H:10]([CH2:33][N:34]([CH:35]2[CH2:36][CH2:37]2)[C:45](=[O:46])[CH2:44][C:38]2[CH:43]=[CH:42][CH:41]=[CH:40][CH:39]=2)[CH2:9]1)=[O:7])([CH3:3])([CH3:4])[CH3:2]. The catalyst class is: 2. (2) Reactant: [Br:1][C:2]1[C:3]([CH2:9][OH:10])=[CH:4][C:5]([Cl:8])=[N:6][CH:7]=1.C(N(CC)CC)C.CS(Cl)(=O)=O.[Cl:23][C:24]1[CH:25]=[C:26](O)[CH:27]=[CH:28][C:29]=1[Cl:30].C(=O)([O-])[O-].[K+].[K+]. Product: [Br:1][C:2]1[C:3]([CH2:9][O:10][C:27]2[CH:26]=[CH:25][C:24]([Cl:23])=[C:29]([Cl:30])[CH:28]=2)=[CH:4][C:5]([Cl:8])=[N:6][CH:7]=1. The catalyst class is: 13. (3) Reactant: [N:1]1([CH:7]2[CH2:12][CH2:11][CH:10]([C:13]([O:15]C)=[O:14])[CH2:9][CH2:8]2)[CH2:5][CH2:4][CH2:3][C:2]1=[O:6].CO.C[O-].[Na+].Cl. Product: [N:1]1([C@H:7]2[CH2:8][CH2:9][C@H:10]([C:13]([OH:15])=[O:14])[CH2:11][CH2:12]2)[CH2:5][CH2:4][CH2:3][C:2]1=[O:6]. The catalyst class is: 6. (4) Reactant: [CH3:1][O:2][CH:3]1[CH2:29][CH:6]2[CH:7]([C:19]3[CH:24]=[CH:23][C:22]([O:25]COC)=[CH:21][CH:20]=3)[O:8][C:9]3[CH:10]=[CH:11][C:12]([O:15]COC)=[CH:13][C:14]=3[CH:5]2[CH2:4]1.Cl.CCOC(C)=O.CCCCCC. Product: [OH:25][C:22]1[CH:21]=[CH:20][C:19]([C@@H:7]2[C@@H:6]3[CH2:29][C@H:3]([O:2][CH3:1])[CH2:4][C@@H:5]3[C:14]3[CH:13]=[C:12]([OH:15])[CH:11]=[CH:10][C:9]=3[O:8]2)=[CH:24][CH:23]=1. The catalyst class is: 1. (5) Reactant: [F:1][C:2]1[CH:7]=[C:6]([C:8]([F:11])([F:10])[F:9])[CH:5]=[CH:4][C:3]=1[C:12]1[CH:17]=[CH:16][CH:15]=[C:14]([S:18](N2C=CN=C2C)(=[O:20])=[O:19])[CH:13]=1.CO.[OH-].[K+].Cl.CN(C)C=O.S(Cl)([Cl:39])=O. Product: [F:1][C:2]1[CH:7]=[C:6]([C:8]([F:11])([F:10])[F:9])[CH:5]=[CH:4][C:3]=1[C:12]1[CH:17]=[CH:16][CH:15]=[C:14]([S:18]([Cl:39])(=[O:20])=[O:19])[CH:13]=1. The catalyst class is: 6. (6) Product: [C:21]1([NH:20][C:9]([C:8]2[CH:7]=[CH:6][C:5]([O:4][C:1](=[O:3])[CH3:2])=[CH:13][CH:12]=2)=[O:11])[CH:26]=[CH:25][CH:24]=[CH:23][CH:22]=1. Reactant: [C:1]([O:4][C:5]1[CH:13]=[CH:12][C:8]([C:9]([OH:11])=O)=[CH:7][CH:6]=1)(=[O:3])[CH3:2].C(Cl)(=O)C(Cl)=O.[NH2:20][C:21]1[CH:26]=[CH:25][CH:24]=[CH:23][CH:22]=1. The catalyst class is: 3.